This data is from Forward reaction prediction with 1.9M reactions from USPTO patents (1976-2016). The task is: Predict the product of the given reaction. Given the reactants [F:1][C:2]1[CH:3]=[C:4]([OH:11])[CH:5]=[CH:6][C:7]=1[N+:8]([O-:10])=[O:9].C(=O)([O-])[O-].[K+].[K+].Br[CH2:19][CH2:20][CH:21]=[CH2:22], predict the reaction product. The product is: [CH2:22]([O:11][C:4]1[CH:5]=[CH:6][C:7]([N+:8]([O-:10])=[O:9])=[C:2]([F:1])[CH:3]=1)[CH2:21][CH:20]=[CH2:19].